Dataset: NCI-60 drug combinations with 297,098 pairs across 59 cell lines. Task: Regression. Given two drug SMILES strings and cell line genomic features, predict the synergy score measuring deviation from expected non-interaction effect. (1) Drug 1: CC(C)(C#N)C1=CC(=CC(=C1)CN2C=NC=N2)C(C)(C)C#N. Drug 2: CC1=C(C=C(C=C1)C(=O)NC2=CC(=CC(=C2)C(F)(F)F)N3C=C(N=C3)C)NC4=NC=CC(=N4)C5=CN=CC=C5. Cell line: MALME-3M. Synergy scores: CSS=-2.46, Synergy_ZIP=3.32, Synergy_Bliss=1.48, Synergy_Loewe=-3.43, Synergy_HSA=-4.10. (2) Drug 1: C1=C(C(=O)NC(=O)N1)F. Drug 2: CCC1(CC2CC(C3=C(CCN(C2)C1)C4=CC=CC=C4N3)(C5=C(C=C6C(=C5)C78CCN9C7C(C=CC9)(C(C(C8N6C)(C(=O)OC)O)OC(=O)C)CC)OC)C(=O)OC)O.OS(=O)(=O)O. Cell line: TK-10. Synergy scores: CSS=28.8, Synergy_ZIP=-1.23, Synergy_Bliss=-1.31, Synergy_Loewe=3.43, Synergy_HSA=4.85. (3) Drug 1: C1=CC(=CC=C1CCC2=CNC3=C2C(=O)NC(=N3)N)C(=O)NC(CCC(=O)O)C(=O)O. Drug 2: COC1=CC(=CC(=C1O)OC)C2C3C(COC3=O)C(C4=CC5=C(C=C24)OCO5)OC6C(C(C7C(O6)COC(O7)C8=CC=CS8)O)O. Cell line: SF-268. Synergy scores: CSS=34.9, Synergy_ZIP=-1.33, Synergy_Bliss=1.81, Synergy_Loewe=3.01, Synergy_HSA=5.73. (4) Drug 1: C1CCC(CC1)NC(=O)N(CCCl)N=O. Drug 2: C1CC(=O)NC(=O)C1N2C(=O)C3=CC=CC=C3C2=O. Cell line: T-47D. Synergy scores: CSS=10.2, Synergy_ZIP=-1.98, Synergy_Bliss=4.61, Synergy_Loewe=1.16, Synergy_HSA=4.89. (5) Drug 1: CC12CCC(CC1=CCC3C2CCC4(C3CC=C4C5=CN=CC=C5)C)O. Drug 2: C1CN1P(=S)(N2CC2)N3CC3. Cell line: NCI-H322M. Synergy scores: CSS=2.40, Synergy_ZIP=2.76, Synergy_Bliss=7.04, Synergy_Loewe=0.885, Synergy_HSA=1.76. (6) Drug 1: C1=CC(=CC=C1CC(C(=O)O)N)N(CCCl)CCCl.Cl. Drug 2: C1=NC2=C(N1)C(=S)N=CN2. Cell line: MDA-MB-435. Synergy scores: CSS=8.04, Synergy_ZIP=-9.26, Synergy_Bliss=-16.2, Synergy_Loewe=-50.3, Synergy_HSA=-20.6. (7) Drug 1: C1=NC2=C(N1)C(=S)N=C(N2)N. Drug 2: C1C(C(OC1N2C=NC(=NC2=O)N)CO)O. Cell line: SK-MEL-28. Synergy scores: CSS=9.07, Synergy_ZIP=-4.23, Synergy_Bliss=-0.202, Synergy_Loewe=-4.28, Synergy_HSA=-3.02. (8) Drug 1: CC1C(C(=O)NC(C(=O)N2CCCC2C(=O)N(CC(=O)N(C(C(=O)O1)C(C)C)C)C)C(C)C)NC(=O)C3=C4C(=C(C=C3)C)OC5=C(C(=O)C(=C(C5=N4)C(=O)NC6C(OC(=O)C(N(C(=O)CN(C(=O)C7CCCN7C(=O)C(NC6=O)C(C)C)C)C)C(C)C)C)N)C. Drug 2: C1CN(P(=O)(OC1)NCCCl)CCCl. Cell line: SR. Synergy scores: CSS=6.87, Synergy_ZIP=0.219, Synergy_Bliss=2.59, Synergy_Loewe=-1.58, Synergy_HSA=0.598. (9) Drug 1: C1=C(C(=O)NC(=O)N1)F. Drug 2: CC(C)CN1C=NC2=C1C3=CC=CC=C3N=C2N. Cell line: HOP-62. Synergy scores: CSS=29.7, Synergy_ZIP=-11.3, Synergy_Bliss=-3.72, Synergy_Loewe=-6.00, Synergy_HSA=-6.14. (10) Synergy scores: CSS=3.23, Synergy_ZIP=5.47, Synergy_Bliss=5.27, Synergy_Loewe=-11.8, Synergy_HSA=-6.58. Cell line: HCC-2998. Drug 2: C1=NC(=NC(=O)N1C2C(C(C(O2)CO)O)O)N. Drug 1: CC1=C(C=C(C=C1)NC2=NC=CC(=N2)N(C)C3=CC4=NN(C(=C4C=C3)C)C)S(=O)(=O)N.Cl.